Task: Predict the product of the given reaction.. Dataset: Forward reaction prediction with 1.9M reactions from USPTO patents (1976-2016) (1) Given the reactants [C:1]1([CH3:11])[CH:6]=[CH:5][C:4]([S:7](Cl)(=[O:9])=[O:8])=[CH:3][CH:2]=1.[CH2:12]1[O:16][C@@H:15]2[C@H:17]([OH:20])[CH2:18][O:19][C@@H:14]2[C@@H:13]1[OH:21].O, predict the reaction product. The product is: [CH3:11][C:1]1[CH:6]=[CH:5][C:4]([S:7]([O:21][C@@H:13]2[CH2:12][O:16][C@@H:15]3[C@H:17]([OH:20])[CH2:18][O:19][C@H:14]23)(=[O:9])=[O:8])=[CH:3][CH:2]=1. (2) Given the reactants [F:1][C:2]1[CH:7]=[CH:6][C:5]([S:8](Cl)(=[O:10])=[O:9])=[CH:4][CH:3]=1.[F-:12].[K+].C(=O)(O)[O-].[Na+], predict the reaction product. The product is: [F:1][C:2]1[CH:7]=[CH:6][C:5]([S:8]([F:12])(=[O:10])=[O:9])=[CH:4][CH:3]=1. (3) Given the reactants C([Li])CCC.[O:6]1[C:11]2[CH:12]=[CH:13][C:14]([C:16]3[N:17]=[C:18]([CH3:21])[S:19][CH:20]=3)=[CH:15][C:10]=2[CH2:9][CH2:8][CH2:7]1.[C:22]([O:26][CH2:27][CH3:28])(=[O:25])[CH:23]=[O:24].C1(C)C=CC=CC=1, predict the reaction product. The product is: [O:6]1[C:11]2[CH:12]=[CH:13][C:14]([C:16]3[N:17]=[C:18]([CH3:21])[S:19][C:20]=3[CH:23]([OH:24])[C:22]([O:26][CH2:27][CH3:28])=[O:25])=[CH:15][C:10]=2[CH2:9][CH2:8][CH2:7]1. (4) Given the reactants [Cl:1][C:2]1[CH:18]=[CH:17][C:5]2[CH2:6][CH2:7][N:8]([C:11](=[O:16])[C:12]([F:15])([F:14])[F:13])[CH2:9][CH2:10][C:4]=2[C:3]=1OS(C(F)(F)F)(=O)=O.[N:27]1[CH:32]=[CH:31][CH:30]=[CH:29][C:28]=1[CH2:33][NH2:34].C1C=CC(P(C2C(C3C(P(C4C=CC=CC=4)C4C=CC=CC=4)=CC=C4C=3C=CC=C4)=C3C(C=CC=C3)=CC=2)C2C=CC=CC=2)=CC=1.C(=O)([O-])[O-].[Cs+].[Cs+], predict the reaction product. The product is: [Cl:1][C:2]1[CH:18]=[CH:17][C:5]2[CH2:6][CH2:7][N:8]([C:11](=[O:16])[C:12]([F:15])([F:14])[F:13])[CH2:9][CH2:10][C:4]=2[C:3]=1[NH:34][CH2:33][C:28]1[CH:29]=[CH:30][CH:31]=[CH:32][N:27]=1. (5) Given the reactants [CH3:1][C:2]1[S:3][CH:4]=[C:5]([NH:7][C:8]([C:10]2[C:15]([NH2:16])=[CH:14][CH:13]=[C:12]([CH3:17])[N:11]=2)=[O:9])[N:6]=1.Br[C:19]1[CH:20]=[N:21][CH:22]=[CH:23][CH:24]=1, predict the reaction product. The product is: [CH3:1][C:2]1[S:3][CH:4]=[C:5]([NH:7][C:8]([C:10]2[C:15]([NH:16][C:19]3[CH:20]=[N:21][CH:22]=[CH:23][CH:24]=3)=[CH:14][CH:13]=[C:12]([CH3:17])[N:11]=2)=[O:9])[N:6]=1.